Dataset: Reaction yield outcomes from USPTO patents with 853,638 reactions. Task: Predict the reaction yield, written as a fraction of the theoretical maximum amount of product (1.0 means a 100% yield; for example, 0.34 means a 34% yield). (1) The reactants are [Cl:1][C:2]1[CH:10]=[CH:9][C:5]([C:6]([OH:8])=O)=[CH:4][N:3]=1.C(N(CC)CC)C.F[P-](F)(F)(F)(F)F.N1(O[P+](N(C)C)(N(C)C)N(C)C)C2C=CC=CC=2N=N1.[F:45][C:46]1[CH:47]=[C:48]([CH:57]=[CH:58][CH:59]=1)[CH2:49][N:50]1[CH:54]=[CH:53][C:52]([CH2:55][NH2:56])=[CH:51]1. The catalyst is CN(C)C=O.[Cl-].[Na+].O. The product is [Cl:1][C:2]1[CH:10]=[CH:9][C:5]([C:6]([NH:56][CH2:55][C:52]2[CH:53]=[CH:54][N:50]([CH2:49][C:48]3[CH:57]=[CH:58][CH:59]=[C:46]([F:45])[CH:47]=3)[CH:51]=2)=[O:8])=[CH:4][N:3]=1. The yield is 0.670. (2) The reactants are [NH:1]1[CH2:6][CH2:5][O:4][C@@H:3]([C:7]2[CH:12]=[CH:11][C:10]([NH:13][C:14]3[CH:19]=[CH:18][CH:17]=[CH:16][N:15]=3)=[CH:9][CH:8]=2)[CH2:2]1.Cl[C:21]1[N:22]([CH3:34])[C:23](=[O:33])[CH:24]=[C:25]([C:27]2[CH:32]=[CH:31][N:30]=[CH:29][CH:28]=2)[N:26]=1.C(N(CC)CC)C. The catalyst is O1CCCC1. The product is [CH3:34][N:22]1[C:23](=[O:33])[CH:24]=[C:25]([C:27]2[CH:32]=[CH:31][N:30]=[CH:29][CH:28]=2)[N:26]=[C:21]1[N:1]1[CH2:6][CH2:5][O:4][C@@H:3]([C:7]2[CH:8]=[CH:9][C:10]([NH:13][C:14]3[CH:19]=[CH:18][CH:17]=[CH:16][N:15]=3)=[CH:11][CH:12]=2)[CH2:2]1. The yield is 0.370. (3) The reactants are C(C1C(=O)C(Cl)=C(Cl)C(=O)C=1C#N)#N.C1C=CC(P(C2C=CC=CC=2)C2C=CC=CC=2)=CC=1.[Br:34][C:35]1[CH:44]=[C:43]2[C:38]([NH:39][CH2:40][C@H:41]([CH2:45][CH2:46]O)[NH:42]2)=[CH:37][CH:36]=1. The product is [Br:34][C:35]1[CH:36]=[CH:37][C:38]2[N:39]3[CH2:40][C@@H:41]([NH:42][C:43]=2[CH:44]=1)[CH2:45][CH2:46]3. The catalyst is C(Cl)Cl. The yield is 0.810. (4) The reactants are [CH:18]1[CH:19]=[CH:14]C(P([C:14]2[CH:19]=[CH:18][CH:17]=[CH:16]C=2)[C:18]2[CH:19]=[CH:14]C=[CH:16][CH:17]=2)=[CH:16][CH:17]=1.[Cl:20][C:21]1[N:29]=[C:28]2[C:24]([N:25]=[CH:26][NH:27]2)=[C:23]([Cl:30])[N:22]=1.[CH3:43][CH:42]([O:41][C:39](/[N:38]=[N:38]/[C:39]([O:41][CH:42]([CH3:44])[CH3:43])=[O:40])=[O:40])[CH3:44].[CH2:45]1COCC1. No catalyst specified. The product is [Cl:20][C:21]1[N:29]=[C:28]2[C:24]([N:25]=[CH:26][N:27]2[CH:18]2[CH2:17][CH2:16][N:38]([C:39]([O:41][C:42]([CH3:44])([CH3:45])[CH3:43])=[O:40])[CH2:14][CH2:19]2)=[C:23]([Cl:30])[N:22]=1. The yield is 0.470. (5) The reactants are [OH:1][C:2]1[CH:7]=[CH:6][C:5]([C:8]2[CH:20]=[CH:19][C:11]3[C:12]([C:15]([O:17][CH3:18])=[O:16])=[CH:13][S:14][C:10]=3[CH:9]=2)=[CH:4][CH:3]=1.[Cl:21][C:22]1[CH:27]=[CH:26][CH:25]=[C:24]([Cl:28])[C:23]=1[C:29]1[C:33]([CH2:34]O)=[C:32]([CH:36]([CH3:38])[CH3:37])[O:31][N:30]=1.C1(P(C2C=CC=CC=2)C2C=CC=CC=2)C=CC=CC=1.CC(OC(/N=N/C(OC(C)C)=O)=O)C. The catalyst is ClCCl. The product is [Cl:28][C:24]1[CH:25]=[CH:26][CH:27]=[C:22]([Cl:21])[C:23]=1[C:29]1[C:33]([CH2:34][O:1][C:2]2[CH:7]=[CH:6][C:5]([C:8]3[CH:20]=[CH:19][C:11]4[C:12]([C:15]([O:17][CH3:18])=[O:16])=[CH:13][S:14][C:10]=4[CH:9]=3)=[CH:4][CH:3]=2)=[C:32]([CH:36]([CH3:38])[CH3:37])[O:31][N:30]=1. The yield is 0.540. (6) The reactants are [Cl:1][C:2]1[N:7]=[C:6]([O:8][C:9]2[CH:10]=[C:11]([CH:17]=[C:18]([CH3:20])[CH:19]=2)[CH2:12][O:13]C(=O)C)[C:5]([CH:21]([CH3:23])[CH3:22])=[C:4]([Cl:24])[N:3]=1.[OH-].[Li+]. The catalyst is C1COCC1. The product is [Cl:1][C:2]1[N:7]=[C:6]([O:8][C:9]2[CH:10]=[C:11]([CH2:12][OH:13])[CH:17]=[C:18]([CH3:20])[CH:19]=2)[C:5]([CH:21]([CH3:22])[CH3:23])=[C:4]([Cl:24])[N:3]=1. The yield is 0.660. (7) The reactants are [CH3:1][O:2][C:3]1[CH:8]=[CH:7][C:6]([N:9]2[CH2:14][CH2:13][O:12][CH2:11][CH2:10]2)=[CH:5][C:4]=1[N+:15]([O-])=O.CO. The catalyst is ClCCl.[Pd]. The product is [CH3:1][O:2][C:3]1[CH:8]=[CH:7][C:6]([N:9]2[CH2:10][CH2:11][O:12][CH2:13][CH2:14]2)=[CH:5][C:4]=1[NH2:15]. The yield is 0.880. (8) The reactants are CN(C)CCNC.C([Li])CCC.[CH3:13][O:14][C:15]1[C:24]2[C:19](=[CH:20][CH:21]=[CH:22][CH:23]=2)[CH:18]=[CH:17][C:16]=1[CH:25]=[O:26].[C:27](=[O:29])=[O:28].Cl. The catalyst is O1CCCC1. The product is [OH:26][CH:25]1[O:29][C:27](=[O:28])[C:17]2[CH:18]=[C:19]3[C:24](=[C:15]([O:14][CH3:13])[C:16]1=2)[CH:23]=[CH:22][CH:21]=[CH:20]3. The yield is 0.0370. (9) The reactants are [OH:1][C:2]1[CH:7]=[CH:6][C:5]([C:8](=[C:22]2[CH2:27][C:26]([CH3:29])([CH3:28])[CH2:25][C:24]([CH3:31])([CH3:30])[CH2:23]2)[C:9]2[CH:14]=[CH:13][C:12]([O:15][CH2:16][C:17]([O:19]CC)=[O:18])=[CH:11][CH:10]=2)=[CH:4][CH:3]=1.[OH-].[Na+]. The catalyst is C1COCC1.CCO. The product is [OH:1][C:2]1[CH:7]=[CH:6][C:5]([C:8](=[C:22]2[CH2:23][C:24]([CH3:31])([CH3:30])[CH2:25][C:26]([CH3:29])([CH3:28])[CH2:27]2)[C:9]2[CH:14]=[CH:13][C:12]([O:15][CH2:16][C:17]([OH:19])=[O:18])=[CH:11][CH:10]=2)=[CH:4][CH:3]=1. The yield is 0.770.